From a dataset of Reaction yield outcomes from USPTO patents with 853,638 reactions. Predict the reaction yield, written as a fraction of the theoretical maximum amount of product (1.0 means a 100% yield; for example, 0.34 means a 34% yield). (1) The reactants are [NH:1]1[C:5]2[CH2:6][CH2:7][CH2:8][C:4]=2[C:3]([C:9]([NH2:11])=[O:10])=[N:2]1.C([O-])([O-])=O.[K+].[K+].[CH2:18](Br)[C:19]1[CH:24]=[CH:23][CH:22]=[CH:21][CH:20]=1. The catalyst is CN(C=O)C.CCOC(C)=O. The product is [CH2:18]([N:2]1[C:3]([C:9]([NH2:11])=[O:10])=[C:4]2[CH2:8][CH2:7][CH2:6][C:5]2=[N:1]1)[C:19]1[CH:24]=[CH:23][CH:22]=[CH:21][CH:20]=1. The yield is 0.180. (2) The reactants are C(Cl)CCl.[NH:5]([C:7]1[C:8]2[N:9]([CH:17]=[CH:18][CH:19]=2)[C:10]2[C:15]([N:16]=1)=[CH:14][CH:13]=[CH:12][CH:11]=2)[NH2:6].[NH:20]1[C:28]2[C:23](=[CH:24][CH:25]=[CH:26][CH:27]=2)[CH:22]=[C:21]1[C:29](O)=[O:30].C(=O)(O)[O-].[Na+]. The yield is 0.620. The product is [CH:17]1[N:9]2[C:10]3[C:15]([N:16]=[C:7]([NH:5][NH:6][C:29]([C:21]4[NH:20][C:28]5[C:23]([CH:22]=4)=[CH:24][CH:25]=[CH:26][CH:27]=5)=[O:30])[C:8]2=[CH:19][CH:18]=1)=[CH:14][CH:13]=[CH:12][CH:11]=3. The catalyst is CN(C1C=CN=CC=1)C.C(OCC)(=O)C.O. (3) The reactants are [Br:1][C:2]1[CH:15]=[CH:14][C:5](/[CH:6]=[N:7]/[S@@:8]([C:10]([CH3:13])([CH3:12])[CH3:11])=[O:9])=[C:4]([F:16])[CH:3]=1.[CH3:17][Mg]Br.CCOC(C)=O.CCCCCCC. The catalyst is C(Cl)Cl.CCOCC. The product is [Br:1][C:2]1[CH:15]=[CH:14][C:5]([C@@H:6]([NH:7][S@@:8]([C:10]([CH3:12])([CH3:13])[CH3:11])=[O:9])[CH3:17])=[C:4]([F:16])[CH:3]=1. The yield is 0.600. (4) The reactants are [N+:1]([C:4]1[CH:21]=[CH:20][C:7]([O:8][C:9]2[C:18]3[C:13](=[CH:14][C:15]([OH:19])=[CH:16][CH:17]=3)[N:12]=[CH:11][CH:10]=2)=[CH:6][CH:5]=1)([O-:3])=[O:2].[OH-].[Na+].[CH3:24][C@@H:25]1[CH2:27][O:26]1. The catalyst is C1COCC1. The product is [N+:1]([C:4]1[CH:21]=[CH:20][C:7]([O:8][C:9]2[C:18]3[C:13](=[CH:14][C:15]([O:19][CH2:24][C@H:25]([OH:26])[CH3:27])=[CH:16][CH:17]=3)[N:12]=[CH:11][CH:10]=2)=[CH:6][CH:5]=1)([O-:3])=[O:2]. The yield is 0.299.